Dataset: Forward reaction prediction with 1.9M reactions from USPTO patents (1976-2016). Task: Predict the product of the given reaction. (1) Given the reactants O.[OH-].[Li+].[CH3:4][O:5][C:6]1[CH:7]=[C:8]([CH:11]=[CH:12][C:13]=1[N:14]1[CH:18]=[C:17]([CH3:19])[N:16]=[CH:15]1)[CH:9]=O.C(OP([CH2:28][C:29](=[O:40])[NH:30][CH:31]1[C:39]2[C:34](=[CH:35][CH:36]=[CH:37][CH:38]=2)[CH2:33][CH2:32]1)(=O)OCC)C, predict the reaction product. The product is: [CH:31]1([NH:30][C:29](=[O:40])/[CH:28]=[CH:9]/[C:8]2[CH:11]=[CH:12][C:13]([N:14]3[CH:18]=[C:17]([CH3:19])[N:16]=[CH:15]3)=[C:6]([O:5][CH3:4])[CH:7]=2)[C:39]2[C:34](=[CH:35][CH:36]=[CH:37][CH:38]=2)[CH2:33][CH2:32]1. (2) Given the reactants Cl.[CH3:2][O:3][C:4]1[CH:13]=[C:12](OC)[CH:11]=[C:10]2[C:5]=1[C:6](=[O:29])[NH:7]C(C1C=CC=C(N3CCN(C)CC3)N=1)=[N:9]2.[CH:30]([N:33]1[CH2:38][CH2:37][N:36]([C:39]2[N:44]=[C:43]([CH:45]=O)[CH:42]=[CH:41][CH:40]=2)[CH2:35][CH2:34]1)([CH3:32])[CH3:31].C[C:48]1[CH:49]=[CH:50][C:51](S(O)(=O)=O)=[CH:52][CH:53]=1.OS([O-])=O.[Na+], predict the reaction product. The product is: [CH:30]([N:33]1[CH2:34][CH2:35][N:36]([C:39]2[N:44]=[C:43]([C:45]3[NH:7][C:6](=[O:29])[C:5]4[C:10](=[CH:11][C:12]([C:48]5[CH:49]=[CH:50][CH:51]=[CH:52][CH:53]=5)=[CH:13][C:4]=4[O:3][CH3:2])[N:9]=3)[CH:42]=[CH:41][CH:40]=2)[CH2:37][CH2:38]1)([CH3:31])[CH3:32]. (3) Given the reactants [CH3:1][C@@H:2]1[CH2:6][CH2:5][CH2:4][N:3]1[CH2:7][CH2:8][C:9]1[O:10][C:11]2[CH:17]=[CH:16][C:15]([C:18]3[CH:19]=[C:20]([C:24](=[O:26])[CH3:25])[CH:21]=[CH:22][CH:23]=3)=[CH:14][C:12]=2[CH:13]=1.[BH4-].[Na+], predict the reaction product. The product is: [CH3:1][C@@H:2]1[CH2:6][CH2:5][CH2:4][N:3]1[CH2:7][CH2:8][C:9]1[O:10][C:11]2[CH:17]=[CH:16][C:15]([C:18]3[CH:19]=[C:20]([CH:24]([OH:26])[CH3:25])[CH:21]=[CH:22][CH:23]=3)=[CH:14][C:12]=2[CH:13]=1. (4) The product is: [CH3:31][O:32][CH2:33][CH2:34][NH:35][CH2:18][C:17]1[CH:20]=[CH:21][CH:22]=[CH:23][C:16]=1[O:15][C:14]1[CH:13]=[CH:12][C:11]([C:10]2[C:3]3[C:2]([NH2:1])=[N:7][CH:6]=[N:5][C:4]=3[N:8]([CH:26]3[CH2:30][CH2:29][O:28][CH2:27]3)[CH:9]=2)=[CH:25][CH:24]=1. Given the reactants [NH2:1][C:2]1[C:3]2[C:10]([C:11]3[CH:25]=[CH:24][C:14]([O:15][C:16]4[CH:23]=[CH:22][CH:21]=[CH:20][C:17]=4[CH:18]=O)=[CH:13][CH:12]=3)=[CH:9][N:8]([CH:26]3[CH2:30][CH2:29][O:28][CH2:27]3)[C:4]=2[N:5]=[CH:6][N:7]=1.[CH3:31][O:32][CH2:33][CH2:34][NH2:35], predict the reaction product. (5) Given the reactants [O:1]=[S:2]1(=[O:26])[CH2:7][CH2:6][N:5]([C:8]2[C:13]([F:14])=[CH:12][C:11]([N:15]3[CH2:19][C@H:18]([C:20]([O:22][CH3:23])=[O:21])[O:17][C:16]3=[O:24])=[CH:10][C:9]=2[F:25])[CH2:4][CH2:3]1.ClC1C(=O)C(C#N)=C(C#N)C(=O)C=1Cl.[O-]S([O-])=O.[Na+].[Na+], predict the reaction product. The product is: [O:26]=[S:2]1(=[O:1])[CH:3]=[CH:4][N:5]([C:8]2[C:13]([F:14])=[CH:12][C:11]([N:15]3[CH2:19][C@H:18]([C:20]([O:22][CH3:23])=[O:21])[O:17][C:16]3=[O:24])=[CH:10][C:9]=2[F:25])[CH2:6][CH2:7]1.